This data is from Full USPTO retrosynthesis dataset with 1.9M reactions from patents (1976-2016). The task is: Predict the reactants needed to synthesize the given product. (1) Given the product [CH2:1]([O:8][CH:7]([O:17][CH2:13][CH2:14][CH2:15][CH3:16])[C:6]1[CH:9]=[C:2]([CH3:1])[CH:3]=[CH:4][C:5]=1[N+:10]([O-:12])=[O:11])[CH2:2][CH2:9][CH3:6], predict the reactants needed to synthesize it. The reactants are: [CH3:1][C:2]1[CH:3]=[CH:4][C:5]([N+:10]([O-:12])=[O:11])=[C:6]([CH:9]=1)[CH:7]=[O:8].[CH2:13]([OH:17])[CH2:14][CH2:15][CH3:16]. (2) Given the product [O:6]=[C:5]([NH:12][CH2:9][CH:10]=[CH2:11])[CH2:4][CH2:3][CH2:2][C:1]([OH:7])=[O:8], predict the reactants needed to synthesize it. The reactants are: [C:1]1(=[O:8])[O:7][C:5](=[O:6])[CH2:4][CH2:3][CH2:2]1.[CH2:9]([NH2:12])[CH:10]=[CH2:11]. (3) Given the product [CH2:13]([C:9]1[CH:10]=[CH:11][CH:12]=[C:7]([CH2:5][CH3:6])[C:8]=1[C:15]1[CH:16]=[C:17]([O:29][CH3:30])[C:18]([C:21]([CH2:25][CH2:26][CH3:27])=[CH:22][CH2:23][CH3:24])=[CH:19][N:20]=1)[CH3:14], predict the reactants needed to synthesize it. The reactants are: O=S(Cl)Cl.[CH2:5]([C:7]1[CH:12]=[CH:11][CH:10]=[C:9]([CH2:13][CH3:14])[C:8]=1[C:15]1[N:20]=[CH:19][C:18]([C:21](O)([CH2:25][CH2:26][CH3:27])[CH2:22][CH2:23][CH3:24])=[C:17]([O:29][CH3:30])[CH:16]=1)[CH3:6].